This data is from Full USPTO retrosynthesis dataset with 1.9M reactions from patents (1976-2016). The task is: Predict the reactants needed to synthesize the given product. (1) Given the product [CH3:42][C:38]1[N:37]=[C:36]([NH:35][S:32]([C:29]2[CH:30]=[CH:31][C:26]([C:52]3[CH:53]=[CH:54][C:49]([C:47]#[N:48])=[CH:50][CH:51]=3)=[C:27]([C:43]([F:46])([F:45])[F:44])[CH:28]=2)(=[O:34])=[O:33])[CH:41]=[CH:40][CH:39]=1, predict the reactants needed to synthesize it. The reactants are: CC1N=C(NS(C2C=CC(C3C=CC(Cl)=CC=3)=CC=2)(=O)=O)C=CC=1.Br[C:26]1[CH:31]=[CH:30][C:29]([S:32]([NH:35][C:36]2[CH:41]=[CH:40][CH:39]=[C:38]([CH3:42])[N:37]=2)(=[O:34])=[O:33])=[CH:28][C:27]=1[C:43]([F:46])([F:45])[F:44].[C:47]([C:49]1[CH:54]=[CH:53][C:52](B(O)O)=[CH:51][CH:50]=1)#[N:48]. (2) Given the product [CH3:2][NH:3][CH2:4][CH2:5][NH:6][C:7](=[O:34])[C:8]1[CH:13]=[CH:12][C:11](/[CH:14]=[CH:15]/[CH:16]([C:21]2[CH:22]=[C:23]([Cl:29])[C:24]([Cl:28])=[C:25]([Cl:27])[CH:26]=2)[C:17]([F:18])([F:19])[F:20])=[CH:10][C:9]=1[C:30]([F:31])([F:33])[F:32], predict the reactants needed to synthesize it. The reactants are: Cl.[CH3:2][NH:3][CH2:4][CH2:5][NH:6][C:7](=[O:34])[C:8]1[CH:13]=[CH:12][C:11](/[CH:14]=[CH:15]/[CH:16]([C:21]2[CH:26]=[C:25]([Cl:27])[C:24]([Cl:28])=[C:23]([Cl:29])[CH:22]=2)[C:17]([F:20])([F:19])[F:18])=[CH:10][C:9]=1[C:30]([F:33])([F:32])[F:31].C(=O)(O)[O-].[Na+]. (3) Given the product [CH2:24]([O:23][C:21]([C:3]1[N:2]([CH3:1])[CH:6]=[C:5]([CH3:7])[N:4]=1)=[O:22])[CH3:25].[CH2:24]([O:23][C:21]([C:10]1[N:9]([CH3:8])[C:13]([CH3:14])=[CH:12][N:11]=1)=[O:22])[CH3:25], predict the reactants needed to synthesize it. The reactants are: [CH3:1][N:2]1[CH:6]=[C:5]([CH3:7])[N:4]=[CH:3]1.[CH3:8][N:9]1[C:13]([CH3:14])=[CH:12][N:11]=[CH:10]1.N1C=CN=C1.Cl[C:21]([O:23][CH2:24][CH3:25])=[O:22]. (4) The reactants are: [CH3:1][C:2]1[O:6][N:5]=[C:4]([C:7]2[CH:12]=[CH:11][CH:10]=[CH:9][CH:8]=2)[C:3]=1[CH2:13][O:14][C:15]1[CH:23]=[CH:22][C:18]([C:19]([OH:21])=O)=[CH:17][N:16]=1.[NH2:24][C@H:25]([CH2:28][CH3:29])[CH2:26][OH:27]. Given the product [OH:27][CH2:26][C@H:25]([NH:24][C:19](=[O:21])[C:18]1[CH:22]=[CH:23][C:15]([O:14][CH2:13][C:3]2[C:4]([C:7]3[CH:8]=[CH:9][CH:10]=[CH:11][CH:12]=3)=[N:5][O:6][C:2]=2[CH3:1])=[N:16][CH:17]=1)[CH2:28][CH3:29], predict the reactants needed to synthesize it. (5) Given the product [Cl-:4].[Br-:47].[Zn+2:1].[N:53]12[CH2:60][CH2:59][N:56]([CH2:57][CH2:58]1)[CH2:55][CH2:54]2, predict the reactants needed to synthesize it. The reactants are: [Zn:1].C[Si](C)(C)[Cl:4].C1(CCC(=O)CCC)C=CC=CC=1.C(=O)C1C=CC=CC=1.CC(=O)CCC.C1(C=CC(=O)CCC)C=CC=CC=1.[Br:47]CC(OC)=O.[N:53]12[CH2:60][CH2:59][N:56]([CH2:57][CH2:58]1)[CH2:55][CH2:54]2. (6) Given the product [CH3:1][O:2][C:3](=[O:30])[NH:4][CH:5]([C:9]([N:11]1[CH:16]([C:17]2[NH:18][C:19]([C:22]3[CH:27]=[CH:26][C:25]([B:31]4[O:35][C:34]([CH3:37])([CH3:36])[C:33]([CH3:39])([CH3:38])[O:32]4)=[CH:24][CH:23]=3)=[CH:20][N:21]=2)[CH:15]2[CH2:29][CH:12]1[CH2:13][CH2:14]2)=[O:10])[CH:6]([CH3:8])[CH3:7], predict the reactants needed to synthesize it. The reactants are: [CH3:1][O:2][C:3](=[O:30])[NH:4][CH:5]([C:9]([N:11]1[CH:16]([C:17]2[NH:18][C:19]([C:22]3[CH:27]=[CH:26][C:25](Br)=[CH:24][CH:23]=3)=[CH:20][N:21]=2)[CH:15]2[CH2:29][CH:12]1[CH2:13][CH2:14]2)=[O:10])[CH:6]([CH3:8])[CH3:7].[B:31]1([B:31]2[O:35][C:34]([CH3:37])([CH3:36])[C:33]([CH3:39])([CH3:38])[O:32]2)[O:35][C:34]([CH3:37])([CH3:36])[C:33]([CH3:39])([CH3:38])[O:32]1.C([O-])(=O)C.[K+]. (7) Given the product [N+:1]([C:4]1[CH:8]=[CH:7][N:6]([S:28]([C:22]2[CH:27]=[CH:26][CH:25]=[CH:24][CH:23]=2)(=[O:30])=[O:29])[CH:5]=1)([O-:3])=[O:2], predict the reactants needed to synthesize it. The reactants are: [N+:1]([C:4]1[CH:8]=[CH:7][NH:6][CH:5]=1)([O-:3])=[O:2].C(N(C(C)C)CC)(C)C.ClC(Cl)C.[C:22]1([S:28](Cl)(=[O:30])=[O:29])[CH:27]=[CH:26][CH:25]=[CH:24][CH:23]=1.